The task is: Token-level Classification. Given an antigen amino acid sequence, predict which amino acid positions are active epitope sites capable of antibody binding. Output is a list of indices for active positions.. This data is from B-cell epitopes from IEDB database with 3,159 antigens for binding position prediction. (1) Given the antigen sequence: MKSLFIASTMVLMAFPAFAESTTVKMYEALPTGPGKEVGTVVISEAPGGLHFKVNMEKLTPGYHGFHVHENPSCAPGEKDGKIVPALAAGGHYDPGNTHHHLGPEGDGHMGDLPRLSANADGKVSETVVAPHLKKLAEIKQRSLMVHVGGDNYSDKPEPLGGGGARFACGVIE, which amino acid positions are active epitope sites? The epitope positions are: [74, 75, 76, 77, 78, 79, 80, 81, 82, 83, 84, 85]. The amino acids at these positions are: APGEKDGKIVPA. (2) Given the antigen sequence: MDVTIQHPWFKRTLGPFYPSRLFDQFFGEGLFEYDLLPFLSSTISPYYRQSLFRTVLDSGISELMTHVCFVRHQPHTGNPKSSPSRVRSDRDKFVIFLDVKHFSPEDLTVKVQDDFVEIHGKHNERQ, which amino acid positions are active epitope sites? The epitope positions are: [107, 108, 109, 110, 111, 112, 113, 114, 115, 116, 117, 118, 119, 120, 121]. The amino acids at these positions are: LTVKVQDDFVEIHGK. (3) Given the antigen sequence: MAFYSCCWVLLALTWHTSAYGPDQRAQKKGDIILGGLFPIHFGVAAKDQDLKSRPESVECIRYNFRGFRWLQAMIFAIEEINSSPALLPNLTLGYRIFDTCNTVSKALEATLSFVAQNKIDSLNLDEFCNCSEHIPSTIAVVGATGSGVSTAVANLLGLFYIPQVSYASSSRLLSNKNQFKSFLRTIPNDEHQATAMADIIEYFRWNWVGTIAADDDYGRPGIEKFREEAEERDICIDFSELISQYSDEEEIQHVVEVIQNSTAKVIVVFSSGPDLEPLIKEIVRRNITGKIWLASEAWASSSLIAMPQYFHVVGGTIGFALKAGQIPGFREFLKKVHPRKSVHNGFAKEFWEETFNCHLQEGAKGPLPVDTFLRGHEESGDRFSNSSTAFRPLCTGDENISSVETPYIDYTHLRISYNVYLAVYSIAHALQDIYTCLPGRGLFTNGSCADIKKVEAWQVLKHLRHLNFTNNMGEQVTFDECGDLVGNYSIINWHLSPED..., which amino acid positions are active epitope sites? The epitope positions are: [113, 114, 115, 116, 117, 118, 119, 120, 121, 122, 123, 124, 125]. The amino acids at these positions are: FVAQNKIDSLNLD. (4) Given the antigen sequence: MNLLVTSSLGVLLHLVVLCQADDHSELLVNTKSGKVMGTRVPVLSSHISAFLGIPFAEPPVGNMRFRRPEPKKPWSGVWNASTYPNNCQQYVDEQFPGFSGSEMWNPNREMSEDCLYLNIWVPSPRPKSTTVMVWIYGGGFYSGSSTLDVYNGKYLAYTEEVVLVSLSYRVGAFGFLALHGSQEAPGNVGLLDQRMALQWVHDNIQFFGGDPKTVTIFGESAGGASVGMHILSPGSRDLFRRAILQSGSPNCPWASVSVAEGRRRAVELGRNLNCNLNSDEELIHCLREKKPQELIDVEWNVLPFDSIFRFSFVPVIDGEFFPTSLESMLNSGNFKKTQILLGVNKDEGSFFLLYGAPGFSKDSESKISREDFMSGVKLSVPHANDLGLDAVTLQYTDWMDDNNGIKNRDGLDDIVGDHNVICPLMHFVNKYTKFGNGTYLYFFNHRASNLVWPEWMGVIHGYEIEFVFGLPLVKELNYTAEEEALSRRIMHYWATFAKT..., which amino acid positions are active epitope sites? The epitope positions are: [580, 581, 582, 583, 584, 585, 586, 587, 588, 589, 590, 591, 592, 593, 594, 595]. The amino acids at these positions are: KNQFDHYSRHESCAEL.